From a dataset of NCI-60 drug combinations with 297,098 pairs across 59 cell lines. Regression. Given two drug SMILES strings and cell line genomic features, predict the synergy score measuring deviation from expected non-interaction effect. (1) Drug 1: CC1=CC=C(C=C1)C2=CC(=NN2C3=CC=C(C=C3)S(=O)(=O)N)C(F)(F)F. Cell line: SW-620. Synergy scores: CSS=-2.13, Synergy_ZIP=2.31, Synergy_Bliss=2.58, Synergy_Loewe=0.772, Synergy_HSA=-2.13. Drug 2: CCC1(CC2CC(C3=C(CCN(C2)C1)C4=CC=CC=C4N3)(C5=C(C=C6C(=C5)C78CCN9C7C(C=CC9)(C(C(C8N6C)(C(=O)OC)O)OC(=O)C)CC)OC)C(=O)OC)O.OS(=O)(=O)O. (2) Drug 1: CNC(=O)C1=CC=CC=C1SC2=CC3=C(C=C2)C(=NN3)C=CC4=CC=CC=N4. Drug 2: CC=C1C(=O)NC(C(=O)OC2CC(=O)NC(C(=O)NC(CSSCCC=C2)C(=O)N1)C(C)C)C(C)C. Cell line: COLO 205. Synergy scores: CSS=32.4, Synergy_ZIP=0.805, Synergy_Bliss=-2.38, Synergy_Loewe=-67.6, Synergy_HSA=-4.93. (3) Drug 1: C1=CC(=CC=C1C#N)C(C2=CC=C(C=C2)C#N)N3C=NC=N3. Drug 2: CS(=O)(=O)CCNCC1=CC=C(O1)C2=CC3=C(C=C2)N=CN=C3NC4=CC(=C(C=C4)OCC5=CC(=CC=C5)F)Cl. Cell line: CAKI-1. Synergy scores: CSS=1.10, Synergy_ZIP=-1.64, Synergy_Bliss=-2.24, Synergy_Loewe=-5.56, Synergy_HSA=-4.23. (4) Drug 1: C1CN(CCN1C(=O)CCBr)C(=O)CCBr. Drug 2: C1CNP(=O)(OC1)N(CCCl)CCCl. Cell line: NCI-H522. Synergy scores: CSS=21.7, Synergy_ZIP=-2.57, Synergy_Bliss=2.51, Synergy_Loewe=-9.80, Synergy_HSA=2.90. (5) Drug 1: C1CN1P(=S)(N2CC2)N3CC3. Drug 2: CCC1=C2CN3C(=CC4=C(C3=O)COC(=O)C4(CC)O)C2=NC5=C1C=C(C=C5)O. Cell line: SW-620. Synergy scores: CSS=38.7, Synergy_ZIP=-6.46, Synergy_Bliss=0.993, Synergy_Loewe=-7.82, Synergy_HSA=0.950. (6) Drug 1: C1=CC=C(C(=C1)C(C2=CC=C(C=C2)Cl)C(Cl)Cl)Cl. Drug 2: CN(CC1=CN=C2C(=N1)C(=NC(=N2)N)N)C3=CC=C(C=C3)C(=O)NC(CCC(=O)O)C(=O)O. Cell line: UACC62. Synergy scores: CSS=11.5, Synergy_ZIP=0.194, Synergy_Bliss=-1.08, Synergy_Loewe=-50.9, Synergy_HSA=-2.49.